This data is from Full USPTO retrosynthesis dataset with 1.9M reactions from patents (1976-2016). The task is: Predict the reactants needed to synthesize the given product. Given the product [Br:1][C:2]1[CH:3]=[C:4]([C:10](=[O:12])/[CH:11]=[CH:15]/[C:14]([OH:18])=[O:17])[CH:5]=[C:6]([Br:9])[C:7]=1[OH:8], predict the reactants needed to synthesize it. The reactants are: [Br:1][C:2]1[CH:3]=[C:4]([C:10](=[O:12])[CH3:11])[CH:5]=[C:6]([Br:9])[C:7]=1[OH:8].O.[C:14]([OH:18])(=[O:17])[CH:15]=O.